This data is from Reaction yield outcomes from USPTO patents with 853,638 reactions. The task is: Predict the reaction yield, written as a fraction of the theoretical maximum amount of product (1.0 means a 100% yield; for example, 0.34 means a 34% yield). (1) The reactants are Cl.[NH2:2][C:3]([NH2:5])=[NH:4].[Cl:6][C:7]1[CH:16]=[C:15]([Cl:17])[CH:14]=[CH:13][C:8]=1[C:9](=O)[CH2:10]Br. No catalyst specified. The product is [Cl:6][C:7]1[CH:16]=[C:15]([Cl:17])[CH:14]=[CH:13][C:8]=1[C:9]1[N:4]=[C:3]([NH2:5])[NH:2][CH:10]=1. The yield is 0.110. (2) The reactants are [Br:1][C:2]1[CH:16]=[C:15](/[CH:17]=[CH:18]/[CH:19]([C:24]2[CH:29]=[C:28]([Cl:30])[C:27]([Cl:31])=[C:26]([Cl:32])[CH:25]=2)[C:20]([F:23])([F:22])[F:21])[CH:14]=[CH:13][C:3]=1[C:4]([NH:6][CH:7]1[CH2:12][CH2:11][NH:10][CH2:9][CH2:8]1)=[O:5].Br[CH2:34][C:35]#[N:36]. The catalyst is C1COCC1.C(OCC)(=O)C. The product is [Br:1][C:2]1[CH:16]=[C:15](/[CH:17]=[CH:18]/[CH:19]([C:24]2[CH:25]=[C:26]([Cl:32])[C:27]([Cl:31])=[C:28]([Cl:30])[CH:29]=2)[C:20]([F:23])([F:21])[F:22])[CH:14]=[CH:13][C:3]=1[C:4]([NH:6][CH:7]1[CH2:12][CH2:11][N:10]([CH2:34][C:35]#[N:36])[CH2:9][CH2:8]1)=[O:5]. The yield is 0.468. (3) The reactants are [CH3:1][N:2]([CH3:29])[C:3]1([C:8]2[N:12]3[CH:13]=[C:14]([O:17][C@H:18]4[C:27]5[C:22](=[CH:23][CH:24]=[CH:25][CH:26]=5)[C@@H:21]([NH2:28])[CH2:20][CH2:19]4)[CH:15]=[CH:16][C:11]3=[N:10][N:9]=2)[CH2:7][CH2:6][CH2:5][CH2:4]1.ClC(Cl)(Cl)C[O:33][C:34](=O)[NH:35][C:36]1[N:37]([C:45]2[CH:50]=[CH:49][C:48]([CH3:51])=[CH:47][CH:46]=2)[N:38]=[C:39]([C:41]([CH3:44])([CH3:43])[CH3:42])[CH:40]=1.CCN(C(C)C)C(C)C.O. The catalyst is O1CCOCC1.CCOC(C)=O. The product is [C:41]([C:39]1[CH:40]=[C:36]([NH:35][C:34]([NH:28][C@@H:21]2[C:22]3[C:27](=[CH:26][CH:25]=[CH:24][CH:23]=3)[C@H:18]([O:17][C:14]3[CH:15]=[CH:16][C:11]4[N:12]([C:8]([C:3]5([N:2]([CH3:29])[CH3:1])[CH2:7][CH2:6][CH2:5][CH2:4]5)=[N:9][N:10]=4)[CH:13]=3)[CH2:19][CH2:20]2)=[O:33])[N:37]([C:45]2[CH:50]=[CH:49][C:48]([CH3:51])=[CH:47][CH:46]=2)[N:38]=1)([CH3:44])([CH3:42])[CH3:43]. The yield is 0.130. (4) The reactants are [CH3:1][C:2]([O:5][C:6]([NH:8][C@@H:9]([CH2:15][CH:16]([CH3:18])[CH3:17])/[CH:10]=[CH:11]/[C:12]([OH:14])=O)=[O:7])([CH3:4])[CH3:3].CN([P+](ON1N=NC2C=CC=CC1=2)(N(C)C)N(C)C)C.F[P-](F)(F)(F)(F)F.CCN(C(C)C)C(C)C.[NH:55]1[C:63]2[C:58](=[CH:59][CH:60]=[CH:61][CH:62]=2)[CH2:57][CH2:56]1. The catalyst is CN(C=O)C.O. The product is [N:55]1([C:12](=[O:14])/[CH:11]=[CH:10]/[C@@H:9]([NH:8][C:6](=[O:7])[O:5][C:2]([CH3:1])([CH3:3])[CH3:4])[CH2:15][CH:16]([CH3:18])[CH3:17])[C:63]2[C:58](=[CH:59][CH:60]=[CH:61][CH:62]=2)[CH2:57][CH2:56]1. The yield is 0.740. (5) The reactants are [CH3:1][C:2]1[CH:7]=[CH:6][N:5]=[CH:4][N:3]=1.[F:8][C:9]1[CH:19]=[CH:18][C:12]([C:13](OCC)=[O:14])=[CH:11][CH:10]=1.C[Si]([N-][Si](C)(C)C)(C)C.[Li+]. The catalyst is C1COCC1.O. The product is [F:8][C:9]1[CH:19]=[CH:18][C:12]([C:13](=[O:14])[CH2:1][C:2]2[CH:7]=[CH:6][N:5]=[CH:4][N:3]=2)=[CH:11][CH:10]=1. The yield is 0.980. (6) The yield is 0.990. The product is [N:9]([CH2:1][C:2]1[CH:7]=[CH:6][CH:5]=[CH:4][CH:3]=1)=[N+:10]=[N-:11]. The catalyst is CN(C)C=O.O. The reactants are [CH2:1](Br)[C:2]1[CH:7]=[CH:6][CH:5]=[CH:4][CH:3]=1.[N-:9]=[N+:10]=[N-:11].[Na+]. (7) The reactants are [C:1]([O:5][C:6]([N:8]1[CH2:12][C:11]([F:14])([F:13])[CH2:10][CH:9]1[CH2:15][OH:16])=[O:7])([CH3:4])([CH3:3])[CH3:2].CCN(CC)CC.CS(C)=O.N1C=CC=CC=1. The catalyst is C(Cl)Cl. The product is [C:1]([O:5][C:6]([N:8]1[CH2:12][C:11]([F:13])([F:14])[CH2:10][CH:9]1[CH:15]=[O:16])=[O:7])([CH3:4])([CH3:3])[CH3:2]. The yield is 0.670.